Predict the reactants needed to synthesize the given product. From a dataset of Retrosynthesis with 50K atom-mapped reactions and 10 reaction types from USPTO. (1) Given the product Cc1noc(C)c1C(=O)N(C)Cc1nc(NC(=O)NCc2cccc(F)c2)sc1C#N, predict the reactants needed to synthesize it. The reactants are: Cc1noc(C)c1C(=O)N(C)Cc1nc(NC(=O)NCc2cccc(F)c2)sc1Br.N#C[Cu]. (2) Given the product CC(=O)CNC1(c2ccc(O)cc2)Sc2ccccc2N(C)C1=O, predict the reactants needed to synthesize it. The reactants are: CC(=O)CNC1(c2ccc(OC(C)=O)cc2)Sc2ccccc2N(C)C1=O. (3) Given the product CC(C)(C)OC(=O)N1CCC[C@@H]([C@@H](OCCN=[N+]=[N-])c2cccc(Cl)c2)C1, predict the reactants needed to synthesize it. The reactants are: CC(C)(C)OC(=O)N1CCC[C@@H]([C@@H](OCCOS(C)(=O)=O)c2cccc(Cl)c2)C1.[N-]=[N+]=[N-]. (4) Given the product CCOC(=O)[C@H](CCc1ccccc1)N[C@H]1CS(=O)c2ccccc2N(CC(=O)OC(C)(C)C)C1=O, predict the reactants needed to synthesize it. The reactants are: CCOC(=O)[C@H](CCc1ccccc1)N[C@H]1CSc2ccccc2N(CC(=O)OC(C)(C)C)C1=O.[OH-]. (5) The reactants are: COC(=O)C(OP(=O)(O)[C@@H](N)C(C)C)c1cccc(NC(=NC(=O)OC(C)(C)C)NC(=O)OC(C)(C)C)c1.O=S(=O)(Cl)Cc1ccccc1. Given the product COC(=O)C(OP(=O)(O)[C@@H](NS(=O)(=O)Cc1ccccc1)C(C)C)c1cccc(NC(=NC(=O)OC(C)(C)C)NC(=O)OC(C)(C)C)c1, predict the reactants needed to synthesize it. (6) Given the product NCCNc1nc(N[C@H]2CC[C@H](N)CC2)nc2c1ncn2C1CCCC1, predict the reactants needed to synthesize it. The reactants are: NCCNc1nc(Cl)nc2c1ncn2C1CCCC1.N[C@H]1CC[C@H](N)CC1. (7) Given the product COCCCOc1cc(CC(N)C(C)(C)C)ccc1Cl, predict the reactants needed to synthesize it. The reactants are: COCCCOc1cc(CC(=O)C(C)(C)C)ccc1Cl.[BH3-]C#N. (8) Given the product CC(C)(C)OC(=O)n1c(-c2ccc(Cl)c3c2C(=O)NC3)cc2cc(CNc3ccc(CCO)cc3)ccc21, predict the reactants needed to synthesize it. The reactants are: CC(C)(C)OC(=O)n1c(-c2ccc(Cl)c3c2C(=O)NC3)cc2cc(C=O)ccc21.Nc1ccc(CCO)cc1.